Dataset: Catalyst prediction with 721,799 reactions and 888 catalyst types from USPTO. Task: Predict which catalyst facilitates the given reaction. (1) Product: [Br:1][C:2]1[C:3]([CH3:18])=[N:4][N:5]([CH2:14][CH2:15][CH:16]=[O:17])[C:6]=1[C:7]1[CH:8]=[CH:9][C:10]([F:13])=[CH:11][CH:12]=1. Reactant: [Br:1][C:2]1[C:3]([CH3:18])=[N:4][N:5]([CH2:14][CH2:15][CH2:16][OH:17])[C:6]=1[C:7]1[CH:12]=[CH:11][C:10]([F:13])=[CH:9][CH:8]=1.CC(OI1(OC(C)=O)(OC(C)=O)OC(=O)C2C=CC=CC1=2)=O. The catalyst class is: 96. (2) Reactant: [CH2:1]([C@@:8]12[O:33][C:11]3=[C:12]([OH:32])[CH:13]=[CH:14][C:15]4[CH2:16][C@H:17]5[N:28]([CH3:31])[CH2:29][CH2:30][C@:9]1([C@@:18]5([O:23][CH2:24][CH2:25][CH2:26][CH3:27])[CH2:19][CH2:20][C:21]2=[O:22])[C:10]=43)[C:2]1[CH:7]=[CH:6][CH:5]=[CH:4][CH:3]=1.[CH3:34][I:35]. Product: [I-:35].[CH2:1]([C@@:8]12[O:33][C:11]3=[C:12]([OH:32])[CH:13]=[CH:14][C:15]4[CH2:16][C@H:17]5[N+:28]([CH3:34])([CH3:31])[CH2:29][CH2:30][C@:9]1([C@@:18]5([O:23][CH2:24][CH2:25][CH2:26][CH3:27])[CH2:19][CH2:20][C:21]2=[O:22])[C:10]=43)[C:2]1[CH:7]=[CH:6][CH:5]=[CH:4][CH:3]=1. The catalyst class is: 6. (3) Reactant: O.[NH2:2][NH2:3].[Cl:4][C:5]1[CH:10]=[CH:9][C:8]([S:11]([C:14]2[CH:19]=[CH:18][C:17]([N:20]=[C:21]=[S:22])=[CH:16][CH:15]=2)(=[O:13])=[O:12])=[CH:7][C:6]=1[C:23]([F:26])([F:25])[F:24]. Product: [Cl:4][C:5]1[CH:10]=[CH:9][C:8]([S:11]([C:14]2[CH:15]=[CH:16][C:17]([NH:20][C:21]([NH:2][NH2:3])=[S:22])=[CH:18][CH:19]=2)(=[O:13])=[O:12])=[CH:7][C:6]=1[C:23]([F:25])([F:26])[F:24]. The catalyst class is: 40. (4) Reactant: [Br:1][C:2]1[C:3](=O)[O:4][C:5](=[O:7])[CH:6]=1.[CH3:9][NH2:10].C(OC(=O)C)(=O)C. Product: [Br:1][C:2]1[C:3](=[O:4])[N:10]([CH3:9])[C:5](=[O:7])[CH:6]=1. The catalyst class is: 211. (5) Reactant: Br[C:2]1[S:3][CH:4]=[C:5]([C:7]2[CH:12]=[CH:11][C:10]([NH:13][S:14]([C:17]([F:20])([F:19])[F:18])(=[O:16])=[O:15])=[CH:9][C:8]=2[Cl:21])[N:6]=1.[CH2:22]([O:29][C:30]1[CH:31]=[C:32](B(O)O)[CH:33]=[CH:34][C:35]=1[C:36]([F:39])([F:38])[F:37])[C:23]1[CH:28]=[CH:27][CH:26]=[CH:25][CH:24]=1.C(=O)([O-])[O-].[K+].[K+].CN(C)C=O. Product: [CH2:22]([O:29][C:30]1[CH:31]=[C:32]([C:2]2[S:3][CH:4]=[C:5]([C:7]3[CH:12]=[CH:11][C:10]([NH:13][S:14]([C:17]([F:20])([F:19])[F:18])(=[O:16])=[O:15])=[CH:9][C:8]=3[Cl:21])[N:6]=2)[CH:33]=[CH:34][C:35]=1[C:36]([F:37])([F:38])[F:39])[C:23]1[CH:24]=[CH:25][CH:26]=[CH:27][CH:28]=1. The catalyst class is: 103. (6) Reactant: [CH3:1][CH:2]([CH2:12][C:13]#[C:14][C:15]1[CH:20]=[CH:19][CH:18]=[CH:17][CH:16]=1)[C:3](=[O:11])[CH2:4][P:5](=[O:10])([O:8][CH3:9])[O:6][CH3:7]. Product: [CH3:1][CH:2]([CH2:12][CH2:13][CH2:14][C:15]1[CH:16]=[CH:17][CH:18]=[CH:19][CH:20]=1)[C:3](=[O:11])[CH2:4][P:5](=[O:10])([O:8][CH3:9])[O:6][CH3:7]. The catalyst class is: 43. (7) Reactant: B(Br)(Br)Br.[CH2:5]([O:7][C:8]([C:10]1[S:19][C:18]2[C:17]3[CH:20]=[C:21]([Cl:26])[CH:22]=[C:23]([O:24]C)[C:16]=3[O:15][C:14]3[CH:27]=[CH:28][CH:29]=[CH:30][C:13]=3[C:12]=2[CH:11]=1)=[O:9])[CH3:6]. Product: [CH2:5]([O:7][C:8]([C:10]1[S:19][C:18]2[C:17]3[CH:20]=[C:21]([Cl:26])[CH:22]=[C:23]([OH:24])[C:16]=3[O:15][C:14]3[CH:27]=[CH:28][CH:29]=[CH:30][C:13]=3[C:12]=2[CH:11]=1)=[O:9])[CH3:6]. The catalyst class is: 46. (8) Reactant: [CH3:1][N:2]1[C:6]([N:7]2[CH2:13][CH2:12][CH2:11][N:10](C(OC(C)(C)C)=O)[CH2:9][CH2:8]2)=[C:5]([N+:21]([O-:23])=[O:22])[CH:4]=[N:3]1. Product: [CH3:1][N:2]1[C:6]([N:7]2[CH2:13][CH2:12][CH2:11][NH:10][CH2:9][CH2:8]2)=[C:5]([N+:21]([O-:23])=[O:22])[CH:4]=[N:3]1. The catalyst class is: 157. (9) Reactant: C(NC(C)C)(C)C.C([Li])CCC.[F:13][C:14]1[N:19]=[CH:18][C:17]([CH2:20][N:21]2[CH2:26][CH2:25][S:24][CH2:23][CH2:22]2)=[CH:16][CH:15]=1.[B:27](OC(C)C)([O:32]C(C)C)[O:28]C(C)C. Product: [F:13][C:14]1[C:15]([B:27]([OH:32])[OH:28])=[CH:16][C:17]([CH2:20][N:21]2[CH2:26][CH2:25][S:24][CH2:23][CH2:22]2)=[CH:18][N:19]=1. The catalyst class is: 1.